This data is from Forward reaction prediction with 1.9M reactions from USPTO patents (1976-2016). The task is: Predict the product of the given reaction. (1) Given the reactants Cl[C:2]1[CH:7]=[CH:6][N:5]=[C:4]2[CH:8]=[C:9]([C:11]([N:13]3[CH2:17][CH2:16][C@@H:15]([N:18]([CH3:20])[CH3:19])[CH2:14]3)=[O:12])[S:10][C:3]=12.[CH3:21][NH:22][C:23]([C:25]1[C:33]2[C:28](=[CH:29][C:30]([OH:34])=[CH:31][CH:32]=2)[N:27]([CH3:35])[C:26]=1[CH3:36])=[O:24].C([O-])([O-])=O.[Cs+].[Cs+], predict the reaction product. The product is: [CH3:19][N:18]([CH3:20])[C@@H:15]1[CH2:16][CH2:17][N:13]([C:11]([C:9]2[S:10][C:3]3[C:4](=[N:5][CH:6]=[CH:7][C:2]=3[O:34][C:30]3[CH:29]=[C:28]4[C:33]([C:25]([C:23]([NH:22][CH3:21])=[O:24])=[C:26]([CH3:36])[N:27]4[CH3:35])=[CH:32][CH:31]=3)[CH:8]=2)=[O:12])[CH2:14]1. (2) Given the reactants [C:1](C1SC=CN=1)([O:3][C:4]([CH3:7])([CH3:6])[CH3:5])=[O:2].[NH:13]1C=CC=C1.[CH2:18]([O:20][C:21]([C:23]1[N:24]=[C:25]([NH:28][C:29]([C:31]2[N:32]([CH3:44])[CH:33]=[C:34]([NH:36][C:37]([O:39]C(C)(C)C)=O)[CH:35]=2)=[O:30])[S:26][CH:27]=1)=[O:22])[CH3:19].Cl.[S:46]1[CH:50]=[CH:49][N:48]=[CH:47]1, predict the reaction product. The product is: [CH2:18]([O:20][C:21]([C:23]1[N:24]=[C:25]([NH:28][C:29]([C:31]2[N:32]([CH3:44])[CH:33]=[C:34]([NH:36][C:37]([C:49]3[N:48]=[C:47]([NH:13][C:1]([O:3][C:4]([CH3:7])([CH3:6])[CH3:5])=[O:2])[S:46][CH:50]=3)=[O:39])[CH:35]=2)=[O:30])[S:26][CH:27]=1)=[O:22])[CH3:19]. (3) Given the reactants [F:1][C:2]1[CH:3]=[C:4]([N:20]([C:29]2[CH:34]=[CH:33][CH:32]=[CH:31][CH:30]=2)[C:21]([C:23]2([C:26]([NH2:28])=[O:27])[CH2:25][CH2:24]2)=[O:22])[CH:5]=[CH:6][C:7]=1[O:8][C:9]1[C:18]2[C:13](=[CH:14][C:15]([OH:19])=[CH:16][CH:17]=2)[N:12]=[CH:11][CH:10]=1.CS(O[CH2:40][CH2:41][CH2:42][N:43]1[CH2:49][CH:48]([OH:50])[C:45]2([CH2:47][CH2:46]2)[CH2:44]1)(=O)=O.C([O-])([O-])=O.[Cs+].[Cs+], predict the reaction product. The product is: [OH:50][CH:48]1[C:45]2([CH2:47][CH2:46]2)[CH2:44][N:43]([CH2:42][CH2:41][CH2:40][O:19][C:15]2[CH:14]=[C:13]3[C:18]([C:9]([O:8][C:7]4[CH:6]=[CH:5][C:4]([N:20]([C:29]5[CH:30]=[CH:31][CH:32]=[CH:33][CH:34]=5)[C:21]([C:23]5([C:26]([NH2:28])=[O:27])[CH2:25][CH2:24]5)=[O:22])=[CH:3][C:2]=4[F:1])=[CH:10][CH:11]=[N:12]3)=[CH:17][CH:16]=2)[CH2:49]1. (4) Given the reactants [I:1][C:2]1[CH:3]=[C:4]([CH:8]=[CH:9][CH:10]=1)[C:5](O)=[O:6].S(Cl)([Cl:13])=O.S(=O)=O, predict the reaction product. The product is: [I:1][C:2]1[CH:3]=[C:4]([CH:8]=[CH:9][CH:10]=1)[C:5]([Cl:13])=[O:6]. (5) Given the reactants [CH3:1][O:2][C:3]1[CH:4]=[C:5]([CH:15]([OH:18])[CH2:16][CH3:17])[CH:6]=[CH:7][C:8]=1[C:9]1[CH:14]=[CH:13][CH:12]=[CH:11][N:10]=1.CS(C)=O.CCN(CC)CC, predict the reaction product. The product is: [CH3:1][O:2][C:3]1[CH:4]=[C:5]([C:15](=[O:18])[CH2:16][CH3:17])[CH:6]=[CH:7][C:8]=1[C:9]1[CH:14]=[CH:13][CH:12]=[CH:11][N:10]=1. (6) Given the reactants C(O[C:5](=O)[CH3:6])(=O)C.C[Si]([C:12]#[N:13])(C)C.[CH3:14][N:15]([CH3:19])C(Cl)=O.[C:20](=O)([O-])[O-].[K+].[K+].N1[CH:31]=[CH:30][CH:29]=[CH:28][CH:27]=1, predict the reaction product. The product is: [CH2:27]([C:5]1[CH:6]=[CH:19][N:15]=[C:14]([C:12]#[N:13])[CH:20]=1)[CH2:28][CH2:29][CH2:30][CH3:31]. (7) Given the reactants FC1C=C(F)C=C(F)C=1C(NC1C=CC=C([C:13]([CH:15]2[CH2:20][CH2:19][N:18]([CH3:21])[CH2:17][CH2:16]2)=[O:14])N=1)=O.C[N:29]1[CH2:34][CH2:33]C(C(O)=O)[CH2:31][CH2:30]1.S(Cl)(Cl)=O.C(NCC)C, predict the reaction product. The product is: [CH2:30]([N:29]([CH2:34][CH3:33])[C:13]([CH:15]1[CH2:16][CH2:17][N:18]([CH3:21])[CH2:19][CH2:20]1)=[O:14])[CH3:31].